From a dataset of Full USPTO retrosynthesis dataset with 1.9M reactions from patents (1976-2016). Predict the reactants needed to synthesize the given product. (1) Given the product [Br:1][C:2]1[C:3]([Cl:17])=[N:4][C:5]([C:8]2[CH:13]=[C:12]([Cl:14])[CH:11]=[CH:10][C:9]=2[OH:15])=[N:6][CH:7]=1, predict the reactants needed to synthesize it. The reactants are: [Br:1][C:2]1[C:3]([Cl:17])=[N:4][C:5]([C:8]2[CH:13]=[C:12]([Cl:14])[CH:11]=[CH:10][C:9]=2[O:15]C)=[N:6][CH:7]=1.B(Br)(Br)Br. (2) Given the product [Cl:30][C:28]1[S:27][C:25]2[NH:26][C:22]([C:20]([NH:19][CH:11]3[CH2:12][C:13]4[C:18](=[CH:17][CH:16]=[CH:15][CH:14]=4)[N:9]([CH2:8][CH:6]([OH:7])[CH2:5][OH:4])[C:10]3=[O:31])=[O:21])=[CH:23][C:24]=2[CH:29]=1, predict the reactants needed to synthesize it. The reactants are: Cl.CC1(C)[O:7][CH:6]([CH2:8][N:9]2[C:18]3[C:13](=[CH:14][CH:15]=[CH:16][CH:17]=3)[CH2:12][CH:11]([NH:19][C:20]([C:22]3[NH:26][C:25]4[S:27][C:28]([Cl:30])=[CH:29][C:24]=4[CH:23]=3)=[O:21])[C:10]2=[O:31])[CH2:5][O:4]1. (3) The reactants are: Cl[C:2]1[N:7]=[N:6][C:5]([C:8]([NH:10][CH2:11][CH2:12][CH:13]([CH3:15])[CH3:14])=[O:9])=[CH:4][CH:3]=1.[F:16][C:17]([F:32])([F:31])[C:18]1[CH:19]=[C:20]([CH:28]=[CH:29][CH:30]=1)[O:21][CH:22]1[CH2:27][CH2:26][NH:25][CH2:24][CH2:23]1. Given the product [CH3:14][CH:13]([CH3:15])[CH2:12][CH2:11][NH:10][C:8]([C:5]1[N:6]=[N:7][C:2]([N:25]2[CH2:24][CH2:23][CH:22]([O:21][C:20]3[CH:28]=[CH:29][CH:30]=[C:18]([C:17]([F:16])([F:31])[F:32])[CH:19]=3)[CH2:27][CH2:26]2)=[CH:3][CH:4]=1)=[O:9], predict the reactants needed to synthesize it. (4) Given the product [CH:1]1([N:7]([C:19]([C:21]2[C:30]([NH:31][C:32]([NH:34][C:35]3[C:40]([CH3:41])=[CH:39][CH:38]=[CH:37][C:36]=3[CH3:42])=[O:33])=[CH:29][C:28]3[C:23](=[CH:24][CH:25]=[CH:26][CH:27]=3)[CH:22]=2)=[O:20])[CH2:8][C:9]([OH:11])=[O:10])[CH2:2][CH2:3][CH2:4][CH2:5][CH2:6]1, predict the reactants needed to synthesize it. The reactants are: [CH:1]1([N:7]([C:19]([C:21]2[C:30]([NH:31][C:32]([NH:34][C:35]3[C:40]([CH3:41])=[CH:39][CH:38]=[CH:37][C:36]=3[CH3:42])=[O:33])=[CH:29][C:28]3[C:23](=[CH:24][CH:25]=[CH:26][CH:27]=3)[CH:22]=2)=[O:20])[CH2:8][C:9]([O:11]CC2C=CC=CC=2)=[O:10])[CH2:6][CH2:5][CH2:4][CH2:3][CH2:2]1. (5) Given the product [N:1]1([C:2]2[CH:3]=[CH:4][C:5]([N:8]3[C:16]4[C:11](=[CH:12][CH:13]=[CH:14][CH:15]=4)[CH:10]=[C:9]3[C:17]([OH:19])=[O:18])=[CH:6][CH:7]=2)[CH:22]=[CH:26][CH:25]=[CH:24]1, predict the reactants needed to synthesize it. The reactants are: [NH2:1][C:2]1[CH:7]=[CH:6][C:5]([N:8]2[C:16]3[C:11](=[CH:12][CH:13]=[CH:14][CH:15]=3)[CH:10]=[C:9]2[C:17]([OH:19])=[O:18])=[CH:4][CH:3]=1.CO[CH:22]1[CH2:26][CH2:25][CH:24](OC)O1. (6) Given the product [Cl:1][C:2]1[N:7]=[C:6]([C:8]2[S:32][C:28]([CH2:29][CH3:30])=[N:31][C:9]=2[C:11]2[CH:16]=[CH:15][C:14]([CH2:17][O:18][Si:19]([C:22]([CH3:25])([CH3:24])[CH3:23])([CH3:21])[CH3:20])=[C:13]([O:26][CH3:27])[CH:12]=2)[CH:5]=[CH:4][N:3]=1, predict the reactants needed to synthesize it. The reactants are: [Cl:1][C:2]1[N:7]=[C:6]([CH2:8][C:9]([C:11]2[CH:16]=[CH:15][C:14]([CH2:17][O:18][Si:19]([C:22]([CH3:25])([CH3:24])[CH3:23])([CH3:21])[CH3:20])=[C:13]([O:26][CH3:27])[CH:12]=2)=O)[CH:5]=[CH:4][N:3]=1.[C:28](=[S:32])([NH2:31])[CH2:29][CH3:30].N1C=CN=C1. (7) Given the product [CH:32]1([CH2:31][O:30][C:22]2[CH:23]=[C:24]([O:28][CH3:29])[C:25]([F:27])=[CH:26][C:21]=2[C:20]2[CH:19]=[CH:18][N:17]=[C:16]3[C:12]([C:10]([NH:9][C@H:6]4[CH2:7][CH2:8][C@H:3]([NH:2][C:36](=[O:39])[CH2:37][CH3:38])[CH2:4][CH2:5]4)=[O:11])=[C:13]([CH3:35])[NH:14][C:15]=23)[CH2:33][CH2:34]1, predict the reactants needed to synthesize it. The reactants are: Cl.[NH2:2][C@H:3]1[CH2:8][CH2:7][C@H:6]([NH:9][C:10]([C:12]2[C:16]3=[N:17][CH:18]=[CH:19][C:20]([C:21]4[CH:26]=[C:25]([F:27])[C:24]([O:28][CH3:29])=[CH:23][C:22]=4[O:30][CH2:31][CH:32]4[CH2:34][CH2:33]4)=[C:15]3[NH:14][C:13]=2[CH3:35])=[O:11])[CH2:5][CH2:4]1.[C:36](Cl)(=[O:39])[CH2:37][CH3:38].